The task is: Predict the product of the given reaction.. This data is from Forward reaction prediction with 1.9M reactions from USPTO patents (1976-2016). (1) Given the reactants C(O[BH-](OC(=O)C)OC(=O)C)(=O)C.[Na+].[CH3:15][O:16][C:17]1[CH:22]=[CH:21][CH:20]=[CH:19][C:18]=1[N:23]1[CH2:28][CH2:27][NH:26][CH2:25][CH2:24]1.[CH2:29]([N:36]1[CH2:41][CH2:40][C:39](=O)[CH2:38][CH2:37]1)[C:30]1[CH:35]=[CH:34][CH:33]=[CH:32][CH:31]=1.C([O-])(O)=O.[Na+], predict the reaction product. The product is: [CH2:29]([N:36]1[CH2:41][CH2:40][CH:39]([N:26]2[CH2:27][CH2:28][N:23]([C:18]3[CH:19]=[CH:20][CH:21]=[CH:22][C:17]=3[O:16][CH3:15])[CH2:24][CH2:25]2)[CH2:38][CH2:37]1)[C:30]1[CH:35]=[CH:34][CH:33]=[CH:32][CH:31]=1. (2) Given the reactants [NH2:1][C@@H:2]1[CH2:7][CH2:6][CH2:5][CH2:4][C@H:3]1[NH2:8].[Cl:9][C:10]1[CH:15]=[CH:14][CH:13]=[C:12]([C:16]([F:19])([F:18])[F:17])[C:11]=1[N:20]=[C:21]=[O:22], predict the reaction product. The product is: [NH2:1][C@@H:2]1[CH2:7][CH2:6][CH2:5][CH2:4][C@H:3]1[NH:8][C:21]([NH:20][C:11]1[C:12]([C:16]([F:17])([F:19])[F:18])=[CH:13][CH:14]=[CH:15][C:10]=1[Cl:9])=[O:22]. (3) Given the reactants Cl.[O:2]=[C:3]1[C:11]2([CH2:19][C:18]3[C:13](=[CH:14][CH:15]=[C:16]([NH:20]C(=O)OC(C)(C)C)[CH:17]=3)[CH2:12]2)[C:10]2[C:5](=[CH:6][CH:7]=[CH:8][CH:9]=2)[NH:4]1, predict the reaction product. The product is: [NH2:20][C:16]1[CH:17]=[C:18]2[C:13](=[CH:14][CH:15]=1)[CH2:12][C:11]1([C:10]3[C:5](=[CH:6][CH:7]=[CH:8][CH:9]=3)[NH:4][C:3]1=[O:2])[CH2:19]2. (4) Given the reactants [CH3:1][C:2]([CH3:28])([CH3:27])[C@H:3]([NH:8][C:9]([C:11]1[N:12]=[C:13]([C:21]2[CH:26]=[CH:25][CH:24]=[CH:23][CH:22]=2)[N:14]2[CH2:19][CH2:18][N:17]([CH3:20])[CH2:16][C:15]=12)=[O:10])[C:4]([O:6]C)=[O:5].N, predict the reaction product. The product is: [CH3:1][C:2]([CH3:28])([CH3:27])[C@H:3]([NH:8][C:9]([C:11]1[N:12]=[C:13]([C:21]2[CH:22]=[CH:23][CH:24]=[CH:25][CH:26]=2)[N:14]2[CH2:19][CH2:18][N:17]([CH3:20])[CH2:16][C:15]=12)=[O:10])[C:4]([OH:6])=[O:5]. (5) Given the reactants [Cl:1][C:2]1[C:3]2[C:10]([I:11])=[CH:9][NH:8][C:4]=2[N:5]=[CH:6][N:7]=1.CS(O[C@H:17]1[CH2:21][CH2:20][N:19]([C:22]([O:24][C:25]([CH3:28])([CH3:27])[CH3:26])=[O:23])[CH2:18]1)(=O)=O.C(=O)([O-])[O-].[Cs+].[Cs+].O, predict the reaction product. The product is: [Cl:1][C:2]1[C:3]2[C:10]([I:11])=[CH:9][N:8]([C@@H:21]3[CH2:17][CH2:18][N:19]([C:22]([O:24][C:25]([CH3:28])([CH3:27])[CH3:26])=[O:23])[CH2:20]3)[C:4]=2[N:5]=[CH:6][N:7]=1. (6) Given the reactants [CH3:1][C:2]#[C:3][CH2:4][CH:5]([C@H:7]([OH:29])/[CH:8]=[CH:9]/[C@@H:10]1[C@H:14]2[C:15]3[CH:16]=[CH:17][CH:18]=[C:19]([CH2:22][CH2:23][CH2:24][C:25]([OH:27])=[O:26])[C:20]=3[O:21][C@H:13]2[CH2:12][C@H:11]1[OH:28])[CH3:6].ClCCl, predict the reaction product. The product is: [CH3:1][C:2]#[C:3][CH2:4][CH:5]([C@H:7]([OH:29])/[CH:8]=[CH:9]/[C@@H:10]1[C@H:14]2[C:15]3[CH:16]=[CH:17][CH:18]=[C:19]([CH2:22][CH2:23][CH2:24][C:25]([OH:27])=[O:26])[C:20]=3[O:21][C@H:13]2[CH2:12][C@H:11]1[OH:28])[CH3:6]. (7) Given the reactants [CH2:1]([C:3]([C:28]1[CH:41]=[CH:40][C:31]([O:32][CH2:33][C@@H:34]2[O:38][C:37](=[O:39])[CH2:36][CH2:35]2)=[C:30]([CH3:42])[CH:29]=1)([C:6]1[CH:11]=[CH:10][C:9]([C:12]#[C:13][C:14]([O:23][CH2:24][O:25][CH3:26])([C:19]([F:22])([F:21])[F:20])[C:15]([F:18])([F:17])[F:16])=[C:8]([CH3:27])[CH:7]=1)[CH2:4][CH3:5])[CH3:2].[H-].[H-].[H-].[H-].[Li+].[Al+3].C(OCC)(=O)C, predict the reaction product. The product is: [CH2:1]([C:3]([C:28]1[CH:41]=[CH:40][C:31]([O:32][CH2:33][C@H:34]([OH:38])[CH2:35][CH2:36][CH2:37][OH:39])=[C:30]([CH3:42])[CH:29]=1)([C:6]1[CH:11]=[CH:10][C:9]([C:12]#[C:13][C:14]([O:23][CH2:24][O:25][CH3:26])([C:19]([F:20])([F:21])[F:22])[C:15]([F:18])([F:16])[F:17])=[C:8]([CH3:27])[CH:7]=1)[CH2:4][CH3:5])[CH3:2]. (8) Given the reactants [C:1]([NH:4][NH:5][C:6]([O:8][C:9]([CH3:12])([CH3:11])[CH3:10])=[O:7])(=[NH:3])[CH3:2].Br[CH2:14][C:15]([C:17]1[CH:18]=[N:19][N:20]([CH3:23])[C:21]=1[Br:22])=O.C(N(CC)C(C)C)(C)C, predict the reaction product. The product is: [Br:22][C:21]1[N:20]([CH3:23])[N:19]=[CH:18][C:17]=1[C:15]1[N:3]=[C:1]([CH3:2])[N:4]([NH:5][C:6](=[O:7])[O:8][C:9]([CH3:12])([CH3:11])[CH3:10])[CH:14]=1. (9) Given the reactants [NH:1]1[CH2:5][CH2:4][CH:3]([OH:6])[CH2:2]1.Cl[C:8]1[C:17]2[C:12](=[CH:13][CH:14]=[CH:15][CH:16]=2)[N:11]=[CH:10][CH:9]=1, predict the reaction product. The product is: [N:11]1[C:12]2[C:17](=[CH:16][CH:15]=[CH:14][CH:13]=2)[C:8]([N:1]2[CH2:5][CH2:4][CH:3]([OH:6])[CH2:2]2)=[CH:9][CH:10]=1.